From a dataset of hERG potassium channel inhibition data for cardiac toxicity prediction from Karim et al.. Regression/Classification. Given a drug SMILES string, predict its toxicity properties. Task type varies by dataset: regression for continuous values (e.g., LD50, hERG inhibition percentage) or binary classification for toxic/non-toxic outcomes (e.g., AMES mutagenicity, cardiotoxicity, hepatotoxicity). Dataset: herg_karim. The molecule is O=c1n(C[C@@H](O)CO)c2ccccc2n1C1CCN(C[C@H]2[C@H]3CC[C@H](C3)C23CC3)CC1. The result is 0 (non-blocker).